From a dataset of HIV replication inhibition screening data with 41,000+ compounds from the AIDS Antiviral Screen. Binary Classification. Given a drug SMILES string, predict its activity (active/inactive) in a high-throughput screening assay against a specified biological target. (1) The compound is Cc1cc2c(C(C)C)c(O)c(O)c(C=Nc3ccccc3)c2c(O)c1-c1c(C)cc2c(C(C)C)c(O)c(O)c(C=Nc3ccccc3)c2c1O. The result is 0 (inactive). (2) The drug is CCC1NC2CC3(C(=O)N(OC)c4ccccc43)C3CC1C2CO3. The result is 0 (inactive). (3) The molecule is COC(=O)C(C)S(=O)(=O)O. The result is 0 (inactive). (4) The drug is N=c1[nH]c2cc([N+](=O)[O-])cnc2s1. The result is 0 (inactive). (5) The drug is Nc1nc(Br)nc2ncn(C3CC(O)C(CO)O3)c12. The result is 0 (inactive). (6) The result is 0 (inactive). The molecule is Nc1nc(N)c(CCCc2ccccc2)c(N)n1. (7) The molecule is CCOC(=O)C(=Cc1ccccc1F)C(=O)OCC. The result is 0 (inactive).